From a dataset of Full USPTO retrosynthesis dataset with 1.9M reactions from patents (1976-2016). Predict the reactants needed to synthesize the given product. (1) Given the product [CH3:62][O:64][C:24]1[CH:23]=[C:20]([CH:19]=[CH:26][CH:25]=1)[CH2:21][NH:22][C:2]1[CH:11]=[CH:10][N:9]=[C:8]2[C:3]=1[C:4]1[CH:16]=[CH:15][CH:14]=[CH:13][C:5]=1[C:6](=[O:12])[NH:7]2, predict the reactants needed to synthesize it. The reactants are: Cl[C:2]1[CH:11]=[CH:10][N:9]=[C:8]2[C:3]=1[C:4]1[CH:16]=[CH:15][CH:14]=[CH:13][C:5]=1[C:6](=[O:12])[NH:7]2.CO[C:19]1[CH:26]=[CH:25][CH:24]=[CH:23][C:20]=1[CH2:21][NH2:22].C1(P(C2CCCCC2)C2C=CC=CC=2C2C(C(C)C)=CC(C(C)C)=CC=2C(C)C)CCCCC1.C[C:62](C)([O-:64])C.[Na+]. (2) Given the product [C:17]([O:16][C@H:11]([C:8]1[CH:7]=[CH:6][C:5]([C:1]([CH3:4])([CH3:2])[CH3:3])=[CH:10][CH:9]=1)[CH2:12][CH2:13][CH2:14][Cl:15])(=[O:19])[CH3:18], predict the reactants needed to synthesize it. The reactants are: [C:1]([C:5]1[CH:10]=[CH:9][C:8]([C@@H:11]([OH:16])[CH2:12][CH2:13][CH2:14][Cl:15])=[CH:7][CH:6]=1)([CH3:4])([CH3:3])[CH3:2].[CH2:17]([O:19]CC)[CH3:18].C(Cl)(=O)C. (3) The reactants are: O[C:2]1[CH:7]=[C:6]([C:8]2[CH:13]=[CH:12][CH:11]=[CH:10][CH:9]=2)[N:5]=[C:4]2[C:14]3[CH:20]=[C:19]([Br:21])[CH:18]=[CH:17][C:15]=3[O:16][C:3]=12.O=P(Cl)(Cl)[Cl:24]. Given the product [Br:21][C:19]1[CH:18]=[CH:17][C:15]2[O:16][C:3]3[C:4](=[N:5][C:6]([C:8]4[CH:13]=[CH:12][CH:11]=[CH:10][CH:9]=4)=[CH:7][C:2]=3[Cl:24])[C:14]=2[CH:20]=1, predict the reactants needed to synthesize it. (4) Given the product [CH2:17]([O:19][C:20]1[CH:26]=[CH:25][CH:24]=[CH:23][C:21]=1[NH:22][C:2]1[CH:11]=[CH:10][N:9]=[C:8]2[C:3]=1[C:4]1[CH:16]=[CH:15][CH:14]=[CH:13][C:5]=1[C:6](=[O:12])[NH:7]2)[CH3:18], predict the reactants needed to synthesize it. The reactants are: Cl[C:2]1[CH:11]=[CH:10][N:9]=[C:8]2[C:3]=1[C:4]1[CH:16]=[CH:15][CH:14]=[CH:13][C:5]=1[C:6](=[O:12])[NH:7]2.[CH2:17]([O:19][C:20]1[CH:26]=[CH:25][CH:24]=[CH:23][C:21]=1[NH2:22])[CH3:18]. (5) Given the product [C:1]([C@H:5]1[CH2:6][CH2:7][C@H:8]([O:11][C:12]2[CH:13]=[CH:14][C:15]([C:18]3[CH:23]=[CH:22][CH:21]=[C:20]([CH2:24][NH:26][CH2:27][CH2:28][C:29]([OH:31])=[O:30])[CH:19]=3)=[CH:16][CH:17]=2)[CH2:9][CH2:10]1)([CH3:4])([CH3:3])[CH3:2], predict the reactants needed to synthesize it. The reactants are: [C:1]([C@H:5]1[CH2:10][CH2:9][C@H:8]([O:11][C:12]2[CH:17]=[CH:16][C:15]([C:18]3[CH:23]=[CH:22][CH:21]=[C:20]([CH:24]=O)[CH:19]=3)=[CH:14][CH:13]=2)[CH2:7][CH2:6]1)([CH3:4])([CH3:3])[CH3:2].[NH2:26][CH2:27][CH2:28][C:29]([OH:31])=[O:30].CO.C([BH3-])#N.[Na+].C(O)(=O)C. (6) Given the product [Cl:22][C:23]1[C:28]([Cl:29])=[CH:27][CH:26]=[CH:25][C:24]=1[N:30]1[CH2:35][CH2:34][N:33]([CH2:2][CH2:3][CH2:4][CH2:5][O:6][C:7]2[CH:8]=[CH:9][C:10]3[C:16]([CH3:18])([CH3:17])[CH2:15][CH2:14][C:13](=[O:19])[NH:12][C:11]=3[CH:20]=2)[CH2:32][CH2:31]1, predict the reactants needed to synthesize it. The reactants are: Br[CH2:2][CH2:3][CH2:4][CH2:5][O:6][C:7]1[CH:8]=[CH:9][C:10]2[C:16]([CH3:18])([CH3:17])[CH2:15][CH2:14][C:13](=[O:19])[NH:12][C:11]=2[CH:20]=1.Cl.[Cl:22][C:23]1[C:28]([Cl:29])=[CH:27][CH:26]=[CH:25][C:24]=1[N:30]1[CH2:35][CH2:34][NH:33][CH2:32][CH2:31]1.[I-].[Na+].C(=O)([O-])[O-].[K+].[K+]. (7) Given the product [CH3:31][S:32]([O:22][CH2:21][C:10]1[N:11]=[C:12]2[CH:17]=[C:16]([C:18]#[N:19])[CH:15]=[C:14]([CH3:20])[N:13]2[C:9]=1[CH2:8][CH:5]1[CH2:6][CH2:7][C:2]([F:1])([F:23])[CH2:3][CH2:4]1)(=[O:34])=[O:33], predict the reactants needed to synthesize it. The reactants are: [F:1][C:2]1([F:23])[CH2:7][CH2:6][CH:5]([CH2:8][C:9]2[N:13]3[C:14]([CH3:20])=[CH:15][C:16]([C:18]#[N:19])=[CH:17][C:12]3=[N:11][C:10]=2[CH2:21][OH:22])[CH2:4][CH2:3]1.C(N(CC)CC)C.[CH3:31][S:32](Cl)(=[O:34])=[O:33].C(=O)([O-])O.[Na+]. (8) Given the product [NH2:22][CH2:21][CH2:20][N:19]1[C:15]([C:13]2[CH:12]=[CH:11][N:10]=[C:9]([NH:8][C:7]3[CH:33]=[CH:34][CH:35]=[C:5]([Cl:4])[CH:6]=3)[N:14]=2)=[CH:16][N:17]=[CH:18]1, predict the reactants needed to synthesize it. The reactants are: O.NN.[Cl:4][C:5]1[CH:6]=[C:7]([CH:33]=[CH:34][CH:35]=1)[NH:8][C:9]1[N:14]=[C:13]([C:15]2[N:19]([CH2:20][CH2:21][N:22]3C(=O)C4=CC=CC=C4C3=O)[CH:18]=[N:17][CH:16]=2)[CH:12]=[CH:11][N:10]=1. (9) Given the product [Cl:15][C:16]1[CH:17]=[CH:18][C:19]([OH:24])=[C:20]([C:21]2[NH:1][N:2]=[C:3]([C:4]3[CH:5]=[N:6][CH:7]=[CH:8][C:9]=3[C:10]([F:11])([F:12])[F:13])[N:14]=2)[CH:23]=1, predict the reactants needed to synthesize it. The reactants are: [NH2:1][NH:2][C:3](=[NH:14])[C:4]1[C:9]([C:10]([F:13])([F:12])[F:11])=[CH:8][CH:7]=[N:6][CH:5]=1.[Cl:15][C:16]1[CH:17]=[CH:18][C:19]([OH:24])=[C:20]([CH:23]=1)[CH:21]=O. (10) Given the product [C:13]1([N:19]2[C:27]3[CH2:26][CH2:25][CH2:24][CH:23]([CH2:28][C:29]([N:32]4[CH2:38][CH2:37][CH2:36][CH2:35][CH2:34][CH2:33]4)=[O:31])[C:22]=3[CH:21]=[N:20]2)[CH:14]=[CH:15][CH:16]=[CH:17][CH:18]=1, predict the reactants needed to synthesize it. The reactants are: C1N=CN(C(N2C=NC=C2)=O)C=1.[C:13]1([N:19]2[C:27]3[CH2:26][CH2:25][CH2:24][CH:23]([CH2:28][C:29]([OH:31])=O)[C:22]=3[CH:21]=[N:20]2)[CH:18]=[CH:17][CH:16]=[CH:15][CH:14]=1.[NH:32]1[CH2:38][CH2:37][CH2:36][CH2:35][CH2:34][CH2:33]1.